Dataset: Catalyst prediction with 721,799 reactions and 888 catalyst types from USPTO. Task: Predict which catalyst facilitates the given reaction. Reactant: Cl.[NH2:2][CH:3]1[CH2:7][CH:6]([N:8]2[CH:16]=[N:15][C:14]3[C:9]2=[N:10][C:11]([Cl:28])=[N:12][C:13]=3[NH:17][C@@H:18]([CH2:21][C:22]2[CH:27]=[CH:26][CH:25]=[CH:24][CH:23]=2)[CH2:19][OH:20])[CH:5]([OH:29])[CH:4]1[OH:30].[C:31]([O:34][CH2:35][C:36](Cl)=[O:37])(=[O:33])[CH3:32]. Product: [CH2:21]([C@H:18]([NH:17][C:13]1[N:12]=[C:11]([Cl:28])[N:10]=[C:9]2[C:14]=1[N:15]=[CH:16][N:8]2[C@@H:6]1[CH2:7][C@H:3]([NH:2][C:36]([CH2:35][O:34][C:31](=[O:33])[CH3:32])=[O:37])[C@@H:4]([OH:30])[C@H:5]1[OH:29])[CH2:19][OH:20])[C:22]1[CH:23]=[CH:24][CH:25]=[CH:26][CH:27]=1. The catalyst class is: 1.